From a dataset of Forward reaction prediction with 1.9M reactions from USPTO patents (1976-2016). Predict the product of the given reaction. (1) Given the reactants C1(C2C(O[C@@H]3CCCN(CC4C=C(Cl)C=C(Cl)C=4)C3)=CC(F)=C(C=2)C(O)=O)CC1.[Cl:30][C:31]1[CH:58]=[C:57]([F:59])[CH:56]=[CH:55][C:32]=1[CH2:33][N:34]1[CH2:37][C:36]2([CH2:40][CH:39]([O:41][C:42]3[C:50]([CH:51]4[CH2:53][CH2:52]4)=[CH:49][C:45]([C:46]([OH:48])=O)=[C:44]([F:54])[CH:43]=3)[CH2:38]2)[CH2:35]1.C1(S(N)(=O)=O)CC1.[F:67][CH:68]1[CH2:71][N:70]([S:72]([NH2:75])(=[O:74])=[O:73])[CH2:69]1, predict the reaction product. The product is: [Cl:30][C:31]1[CH:58]=[C:57]([F:59])[CH:56]=[CH:55][C:32]=1[CH2:33][N:34]1[CH2:35][C:36]2([CH2:38][CH:39]([O:41][C:42]3[C:50]([CH:51]4[CH2:52][CH2:53]4)=[CH:49][C:45]([C:46]([NH:75][S:72]([N:70]4[CH2:71][CH:68]([F:67])[CH2:69]4)(=[O:74])=[O:73])=[O:48])=[C:44]([F:54])[CH:43]=3)[CH2:40]2)[CH2:37]1. (2) Given the reactants Br[C:2]1[CH:3]=[CH:4][C:5]([C:8]([O:10][CH3:11])=[O:9])=[N:6][CH:7]=1.[CH2:12]([Si:14]([C:19]#[CH:20])([CH2:17][CH3:18])[CH2:15][CH3:16])[CH3:13].C(N(CC)CC)C, predict the reaction product. The product is: [CH2:15]([Si:14]([C:12]#[C:13][C:2]1[CH:3]=[CH:4][C:5]([C:8]([O:10][CH3:11])=[O:9])=[N:6][CH:7]=1)([CH2:19][CH3:20])[CH2:17][CH3:18])[CH3:16]. (3) Given the reactants [C:1]([O:5][C:6](=[O:16])[NH:7][C@@H:8]1[CH2:12][CH2:11][C@@H:10]([C:13](=O)[NH2:14])[CH2:9]1)([CH3:4])([CH3:3])[CH3:2].C(N(CC)CC)C.FC(F)(F)C(OC(=O)C(F)(F)F)=O, predict the reaction product. The product is: [C:1]([O:5][C:6](=[O:16])[NH:7][C@@H:8]1[CH2:12][CH2:11][C@@H:10]([C:13]#[N:14])[CH2:9]1)([CH3:4])([CH3:2])[CH3:3]. (4) Given the reactants [CH:1]([C:4]1[C:5](=[O:11])[NH:6][C:7](=[O:10])[NH:8][CH:9]=1)([CH3:3])[CH3:2].C[Si](C([Si](C)(C)C)C(N)=O)(C)C.[CH2:24]([O:26][CH2:27]Cl)[CH3:25].O, predict the reaction product. The product is: [CH2:24]([O:26][CH2:27][N:8]1[CH:9]=[C:4]([CH:1]([CH3:3])[CH3:2])[C:5](=[O:11])[NH:6][C:7]1=[O:10])[CH3:25]. (5) Given the reactants [CH2:1]([Mg]Br)[CH2:2][CH2:3][CH2:4][CH2:5][CH3:6].[Br:9][C:10]1[CH:17]=[CH:16][C:13]([CH:14]=[O:15])=[CH:12][CH:11]=1.Cl, predict the reaction product. The product is: [Br:9][C:10]1[CH:17]=[CH:16][C:13]([CH:14]([OH:15])[CH2:1][CH2:2][CH2:3][CH2:4][CH2:5][CH3:6])=[CH:12][CH:11]=1. (6) Given the reactants [Cl:1][C:2]1[CH:7]=[CH:6][C:5]([N:8]=[C:9]=[O:10])=[CH:4][C:3]=1[C:11]([F:14])([F:13])[F:12].[NH2:15][C:16]1[CH:35]=[CH:34][C:19]([O:20][C:21]2[CH:26]=[CH:25][N:24]=[C:23]([C:27]([O:29][C:30]([CH3:33])([CH3:32])[CH3:31])=[O:28])[CH:22]=2)=[CH:18][C:17]=1[F:36], predict the reaction product. The product is: [Cl:1][C:2]1[CH:7]=[CH:6][C:5]([NH:8][C:9](=[O:10])[NH:15][C:16]2[CH:35]=[CH:34][C:19]([O:20][C:21]3[CH:26]=[CH:25][N:24]=[C:23]([C:27]([O:29][C:30]([CH3:32])([CH3:33])[CH3:31])=[O:28])[CH:22]=3)=[CH:18][C:17]=2[F:36])=[CH:4][C:3]=1[C:11]([F:12])([F:13])[F:14].